The task is: Predict which catalyst facilitates the given reaction.. This data is from Catalyst prediction with 721,799 reactions and 888 catalyst types from USPTO. (1) Reactant: C(O[C:4]([CH:6]1[C:11](=O)[CH2:10][CH2:9][N:8]([C:13]([O:15][C:16]([CH3:19])([CH3:18])[CH3:17])=[O:14])[CH2:7]1)=[O:5])C.[N:20]1[C:29]2[C:24](=[CH:25][CH:26]=[CH:27][CH:28]=2)[N:23]=[CH:22][C:21]=1[NH:30][NH2:31]. Product: [C:16]([O:15][C:13]([N:8]1[CH2:9][CH2:10][C:11]2[NH:31][N:30]([C:21]3[CH:22]=[N:23][C:24]4[C:29](=[CH:28][CH:27]=[CH:26][CH:25]=4)[N:20]=3)[C:4](=[O:5])[C:6]=2[CH2:7]1)=[O:14])([CH3:17])([CH3:18])[CH3:19]. The catalyst class is: 11. (2) Reactant: Cl[CH2:2][C:3](=[O:10])[CH2:4][C:5]([O:7][CH2:8][CH3:9])=[O:6].[CH3:11][O:12][C:13]1[CH:18]=[CH:17][C:16]([N:19]=[C:20]=[O:21])=[CH:15][CH:14]=1.C(N(CC)CC)C. Product: [CH3:11][O:12][C:13]1[CH:18]=[CH:17][C:16]([NH:19][C:20]2[O:21][CH2:2][C:3](=[O:10])[C:4]=2[C:5]([O:7][CH2:8][CH3:9])=[O:6])=[CH:15][CH:14]=1. The catalyst class is: 757. (3) Reactant: [CH3:1][C:2]1[N:7]2[CH:8]=[C:9]([C:11]([O:13]CC)=[O:12])[N:10]=[C:6]2[CH:5]=[C:4]([CH3:16])[N:3]=1.[OH-].[Na+]. Product: [CH3:1][C:2]1[N:7]2[CH:8]=[C:9]([C:11]([OH:13])=[O:12])[N:10]=[C:6]2[CH:5]=[C:4]([CH3:16])[N:3]=1. The catalyst class is: 8.